From a dataset of Full USPTO retrosynthesis dataset with 1.9M reactions from patents (1976-2016). Predict the reactants needed to synthesize the given product. (1) Given the product [CH3:7][C:4]1[N:3]([C@H:8]2[CH2:12][C@@:11]([CH2:17][CH3:18])([C:13]([OH:15])=[O:14])[CH:10]=[CH:9]2)[C:2]([CH3:1])=[CH:6][CH:5]=1, predict the reactants needed to synthesize it. The reactants are: [CH3:1][C:2]1[N:3]([C@H:8]2[CH2:12][C@@:11]([CH2:17][CH3:18])([C:13]([O:15]C)=[O:14])[CH:10]=[CH:9]2)[C:4]([CH3:7])=[CH:5][CH:6]=1.[OH-].[Na+]. (2) Given the product [OH:36][C@@:29]1([C:27]#[C:28][C:2]2[CH:3]=[C:4]([N:8]3[C:16]4[CH2:15][CH2:14][N:13]([CH2:17][C:18]([OH:21])([CH3:20])[CH3:19])[CH2:12][C:11]=4[C:10]([C:22]([O:24][CH2:25][CH3:26])=[O:23])=[N:9]3)[CH:5]=[CH:6][CH:7]=2)[CH2:33][CH2:32][N:31]([CH3:34])[C:30]1=[O:35], predict the reactants needed to synthesize it. The reactants are: Br[C:2]1[CH:3]=[C:4]([N:8]2[C:16]3[CH2:15][CH2:14][N:13]([CH2:17][C:18]([OH:21])([CH3:20])[CH3:19])[CH2:12][C:11]=3[C:10]([C:22]([O:24][CH2:25][CH3:26])=[O:23])=[N:9]2)[CH:5]=[CH:6][CH:7]=1.[C:27]([C@:29]1([OH:36])[CH2:33][CH2:32][N:31]([CH3:34])[C:30]1=[O:35])#[CH:28]. (3) Given the product [NH:7]([C:8]([NH:9][N:10]=[C:21]1[C:20]2[C:15](=[CH:16][CH:17]=[C:18]([S:23][CH2:24][CH2:25][CH2:26][C:27]3[CH:28]=[CH:29][C:30]([C:31]([OH:33])=[O:32])=[CH:34][CH:35]=3)[CH:19]=2)[N:14]([CH2:36][CH2:37][CH2:38][CH2:39][CH2:40][CH3:41])[C:13]1=[O:12])=[O:11])[C:1]1[CH:2]=[CH:3][CH:4]=[CH:5][CH:6]=1, predict the reactants needed to synthesize it. The reactants are: [C:1]1([NH:7][C:8](=[O:11])[NH:9][NH2:10])[CH:6]=[CH:5][CH:4]=[CH:3][CH:2]=1.[O:12]=[C:13]1[C:21](=O)[C:20]2[C:15](=[CH:16][CH:17]=[C:18]([S:23][CH2:24][CH2:25][CH2:26][C:27]3[CH:35]=[CH:34][C:30]([C:31]([OH:33])=[O:32])=[CH:29][CH:28]=3)[CH:19]=2)[N:14]1[CH2:36][CH2:37][CH2:38][CH2:39][CH2:40][CH3:41]. (4) Given the product [CH3:38][O:37][C:34]1[CH:35]=[C:36]2[C:31]([CH:30]=[CH:29][C:28](=[O:39])[N:27]2[CH2:26][CH2:25][N:22]2[CH2:21][CH2:20][CH:19]([NH:18][CH2:10][C:5]3[CH:4]=[C:3]([O:2][CH3:1])[C:8]([CH3:9])=[CH:7][N:6]=3)[CH2:24][CH2:23]2)=[N:32][CH:33]=1, predict the reactants needed to synthesize it. The reactants are: [CH3:1][O:2][C:3]1[C:8]([CH3:9])=[CH:7][N:6]=[C:5]([CH:10]=O)[CH:4]=1.C[O-].[Na+].CO.Cl.[NH2:18][CH:19]1[CH2:24][CH2:23][N:22]([CH2:25][CH2:26][N:27]2[C:36]3[C:31](=[N:32][CH:33]=[C:34]([O:37][CH3:38])[CH:35]=3)[CH:30]=[CH:29][C:28]2=[O:39])[CH2:21][CH2:20]1.C([BH3-])#N.[Na+].C(=O)([O-])O.[Na+]. (5) Given the product [CH2:19]([NH:26][C:12](=[O:14])[C:11]1[CH:15]=[CH:16][N:17]=[CH:18][C:10]=1[NH:9][C:3]1[CH:4]=[CH:5][C:6]([I:8])=[CH:7][C:2]=1[F:1])[C:20]1[CH:25]=[CH:24][CH:23]=[CH:22][CH:21]=1, predict the reactants needed to synthesize it. The reactants are: [F:1][C:2]1[CH:7]=[C:6]([I:8])[CH:5]=[CH:4][C:3]=1[NH:9][C:10]1[CH:18]=[N:17][CH:16]=[CH:15][C:11]=1[C:12]([OH:14])=O.[CH2:19]([NH2:26])[C:20]1[CH:25]=[CH:24][CH:23]=[CH:22][CH:21]=1.